Dataset: Reaction yield outcomes from USPTO patents with 853,638 reactions. Task: Predict the reaction yield, written as a fraction of the theoretical maximum amount of product (1.0 means a 100% yield; for example, 0.34 means a 34% yield). (1) The reactants are [F:1][C:2]1[CH:7]=[CH:6][C:5]([C:8]2[CH:12]=[CH:11][NH:10][N:9]=2)=[CH:4][CH:3]=1.C1C(=O)N([Br:20])C(=O)C1. The catalyst is CN(C=O)C. The product is [Br:20][C:12]1[C:8]([C:5]2[CH:4]=[CH:3][C:2]([F:1])=[CH:7][CH:6]=2)=[N:9][NH:10][CH:11]=1. The yield is 0.990. (2) The reactants are [CH2:1]([O:8][C:9]1[CH:18]=[C:17]2[C:12]([C:13](Cl)=[N:14][CH:15]=[N:16]2)=[CH:11][C:10]=1[O:20][CH3:21])[C:2]1[CH:7]=[CH:6][CH:5]=[CH:4][CH:3]=1.[F:22][C:23]1[CH:28]=[CH:27][C:26]([NH:29][C:30]([C:32]2([C:35]([NH:37][C:38]3[CH:43]=[CH:42][C:41]([OH:44])=[C:40]([F:45])[CH:39]=3)=[O:36])[CH2:34][CH2:33]2)=[O:31])=[CH:25][CH:24]=1.C(=O)([O-])[O-].[K+].[K+]. The catalyst is CC(N(C)C)=O. The product is [F:22][C:23]1[CH:24]=[CH:25][C:26]([NH:29][C:30]([C:32]2([C:35]([NH:37][C:38]3[CH:43]=[CH:42][C:41]([O:44][C:13]4[C:12]5[C:17](=[CH:18][C:9]([O:8][CH2:1][C:2]6[CH:7]=[CH:6][CH:5]=[CH:4][CH:3]=6)=[C:10]([O:20][CH3:21])[CH:11]=5)[N:16]=[CH:15][N:14]=4)=[C:40]([F:45])[CH:39]=3)=[O:36])[CH2:34][CH2:33]2)=[O:31])=[CH:27][CH:28]=1. The yield is 0.760. (3) The reactants are [C:1]1([CH3:17])[CH:6]=[CH:5][C:4]([N:7]2[C:11]([NH2:12])=[CH:10][C:9]([C:13]([F:16])([F:15])[F:14])=[N:8]2)=[CH:3][CH:2]=1.C([O-])([O-])=O.[K+].[K+].Cl[C:25]([O:27][C:28]1[CH:33]=[CH:32][CH:31]=[CH:30][CH:29]=1)=[O:26]. The catalyst is C1COCC1. The product is [C:1]1([CH3:17])[CH:2]=[CH:3][C:4]([N:7]2[C:11]([NH:12][C:25](=[O:26])[O:27][C:28]3[CH:33]=[CH:32][CH:31]=[CH:30][CH:29]=3)=[CH:10][C:9]([C:13]([F:15])([F:16])[F:14])=[N:8]2)=[CH:5][CH:6]=1. The yield is 0.940. (4) The reactants are [C:1]([C@H:5]1[CH2:10][CH2:9][C@H:8]([O:11][C:12]2[C:13]([CH:29]3C[CH2:30]3)=[C:14]3[C:19](=[CH:20][CH:21]=2)[CH:18]=[C:17]([C@:22]2([CH3:28])[CH2:26][O:25][C:24](=[O:27])[NH:23]2)[CH:16]=[CH:15]3)[CH2:7][CH2:6]1)([CH3:4])([CH3:3])[CH3:2].C([B-](F)(F)F)=C.[K+]. No catalyst specified. The product is [C:1]([C@H:5]1[CH2:6][CH2:7][C@H:8]([O:11][C:12]2[C:13]([CH:29]=[CH2:30])=[C:14]3[C:19](=[CH:20][CH:21]=2)[CH:18]=[C:17]([C@:22]2([CH3:28])[CH2:26][O:25][C:24](=[O:27])[NH:23]2)[CH:16]=[CH:15]3)[CH2:9][CH2:10]1)([CH3:4])([CH3:2])[CH3:3]. The yield is 0.480. (5) The reactants are C([O:3][C:4](=O)[CH2:5][C:6]([C@@H:8]1[CH2:12][CH2:11][N:10]([C:13]([C:15]2([NH:18][C:19]([C:21]3[N:25]4[C@:26]([CH3:50])([CH2:38][C:39]5[CH:44]=[CH:43][C:42]([O:45][C:46]([F:49])([F:48])[F:47])=[CH:41][CH:40]=5)[C:27](=[O:37])[N:28]([C:29]5[CH:34]=[C:33]([Cl:35])[CH:32]=[C:31]([Cl:36])[CH:30]=5)[C:24]4=[N:23][CH:22]=3)=[O:20])[CH2:17][CH2:16]2)=[O:14])[CH2:9]1)=O)C.[NH2:52][NH2:53]. The catalyst is C(O)C. The product is [Cl:35][C:33]1[CH:34]=[C:29]([N:28]2[C:27](=[O:37])[C@@:26]([CH3:50])([CH2:38][C:39]3[CH:44]=[CH:43][C:42]([O:45][C:46]([F:48])([F:47])[F:49])=[CH:41][CH:40]=3)[N:25]3[C:21]([C:19]([NH:18][C:15]4([C:13]([N:10]5[CH2:11][CH2:12][C@@H:8]([C:6]6[NH:53][N:52]=[C:4]([OH:3])[CH:5]=6)[CH2:9]5)=[O:14])[CH2:16][CH2:17]4)=[O:20])=[CH:22][N:23]=[C:24]23)[CH:30]=[C:31]([Cl:36])[CH:32]=1. The yield is 0.600.